From a dataset of Full USPTO retrosynthesis dataset with 1.9M reactions from patents (1976-2016). Predict the reactants needed to synthesize the given product. (1) Given the product [CH2:1]([NH:8][C:9]([C:11]1([CH2:24][CH2:25][CH2:26][CH2:27][N:32]2[CH2:33][CH2:34][N:29]([C:35]3[CH:44]=[CH:43][C:42]4[C:37](=[CH:38][CH:39]=[CH:40][CH:41]=4)[N:36]=3)[CH2:30][CH2:31]2)[C:23]2[CH:22]=[CH:21][CH:20]=[CH:19][C:18]=2[C:17]2[C:12]1=[CH:13][CH:14]=[CH:15][CH:16]=2)=[O:10])[C:2]1[CH:7]=[CH:6][CH:5]=[CH:4][CH:3]=1, predict the reactants needed to synthesize it. The reactants are: [CH2:1]([NH:8][C:9]([C:11]1([CH2:24][CH2:25][CH2:26][CH2:27]Br)[C:23]2[CH:22]=[CH:21][CH:20]=[CH:19][C:18]=2[C:17]2[C:12]1=[CH:13][CH:14]=[CH:15][CH:16]=2)=[O:10])[C:2]1[CH:7]=[CH:6][CH:5]=[CH:4][CH:3]=1.[N:29]1([C:35]2[CH:44]=[CH:43][C:42]3[C:37](=[CH:38][CH:39]=[CH:40][CH:41]=3)[N:36]=2)[CH2:34][CH2:33][NH:32][CH2:31][CH2:30]1. (2) The reactants are: [N+:1]([C:4]1[N:5]=[CH:6][NH:7][CH:8]=1)([O-:3])=[O:2].[H-].[Na+].[O-]S(C(F)(F)F)(=O)=O.F[N+:20]1[CH:25]=[CH:24][CH:23]=[CH:22][CH:21]=1. Given the product [N+:1]([C:4]1[N:5]=[CH:6][N:7]([C:21]2[CH:22]=[CH:23][CH:24]=[CH:25][N:20]=2)[CH:8]=1)([O-:3])=[O:2], predict the reactants needed to synthesize it. (3) Given the product [CH3:16][C:13]1([CH3:15])[C:12]([CH3:17])([CH3:18])[O:11][B:10]([C:44]2[CH:53]=[CH:52][C:47]3[NH:48][C:49](=[O:51])[O:50][C:46]=3[CH:45]=2)[O:14]1, predict the reactants needed to synthesize it. The reactants are: [B:10]1([B:10]2[O:14][C:13]([CH3:16])([CH3:15])[C:12]([CH3:18])([CH3:17])[O:11]2)[O:14][C:13]([CH3:16])([CH3:15])[C:12]([CH3:18])([CH3:17])[O:11]1.C([O-])(=O)C.[K+].C1(P(C2CCCCC2)C2CCCCC2)CCCCC1.Cl[C:44]1[CH:53]=[CH:52][C:47]2[NH:48][C:49](=[O:51])[O:50][C:46]=2[CH:45]=1.